From a dataset of NCI-60 drug combinations with 297,098 pairs across 59 cell lines. Regression. Given two drug SMILES strings and cell line genomic features, predict the synergy score measuring deviation from expected non-interaction effect. Drug 1: COC1=NC(=NC2=C1N=CN2C3C(C(C(O3)CO)O)O)N. Drug 2: C(CCl)NC(=O)N(CCCl)N=O. Cell line: HOP-62. Synergy scores: CSS=4.20, Synergy_ZIP=0.131, Synergy_Bliss=4.87, Synergy_Loewe=2.36, Synergy_HSA=3.36.